Dataset: Peptide-MHC class II binding affinity with 134,281 pairs from IEDB. Task: Regression. Given a peptide amino acid sequence and an MHC pseudo amino acid sequence, predict their binding affinity value. This is MHC class II binding data. (1) The peptide sequence is GELQIVDKIRAAFKI. The MHC is DRB1_1201 with pseudo-sequence DRB1_1201. The binding affinity (normalized) is 0.839. (2) The peptide sequence is SPIINREGKVVGLYG. The MHC is DRB1_0404 with pseudo-sequence DRB1_0404. The binding affinity (normalized) is 0.0831. (3) The peptide sequence is QLQPSLQTGSEELRSLY. The MHC is DRB1_0701 with pseudo-sequence DRB1_0701. The binding affinity (normalized) is 0.263.